From a dataset of Full USPTO retrosynthesis dataset with 1.9M reactions from patents (1976-2016). Predict the reactants needed to synthesize the given product. Given the product [CH3:27][O:28][C:29](=[O:39])[CH2:30][C:31]1[CH:32]=[CH:33][C:34]([CH2:37][O:26][C:4]2[CH:5]=[CH:6][C:7]([CH:8]([CH3:25])[C:9]([OH:24])([C:14]3[CH:15]=[N:16][C:17]4[C:22]([CH:23]=3)=[CH:21][CH:20]=[CH:19][CH:18]=4)[C:10]([F:11])([F:13])[F:12])=[C:2]([Cl:1])[CH:3]=2)=[CH:35][CH:36]=1, predict the reactants needed to synthesize it. The reactants are: [Cl:1][C:2]1[CH:3]=[C:4]([OH:26])[CH:5]=[CH:6][C:7]=1[CH:8]([CH3:25])[C:9]([OH:24])([C:14]1[CH:15]=[N:16][C:17]2[C:22]([CH:23]=1)=[CH:21][CH:20]=[CH:19][CH:18]=2)[C:10]([F:13])([F:12])[F:11].[CH3:27][O:28][C:29](=[O:39])[CH2:30][C:31]1[CH:36]=[CH:35][C:34]([CH2:37]Br)=[CH:33][CH:32]=1.